Dataset: Full USPTO retrosynthesis dataset with 1.9M reactions from patents (1976-2016). Task: Predict the reactants needed to synthesize the given product. The reactants are: [NH:1]([CH2:5][CH2:6][OH:7])[CH2:2][CH2:3][OH:4].[C:8]1(=O)[CH2:13][CH2:12][CH2:11][CH2:10][CH2:9]1.C(=O)([O-])[O-].[K+].[K+]. Given the product [O:4]1[C:8]2([CH2:13][CH2:12][CH2:11][CH2:10][CH2:9]2)[N:1]([CH2:5][CH2:6][OH:7])[CH2:2][CH2:3]1, predict the reactants needed to synthesize it.